Predict the reaction yield, written as a fraction of the theoretical maximum amount of product (1.0 means a 100% yield; for example, 0.34 means a 34% yield). From a dataset of Reaction yield outcomes from USPTO patents with 853,638 reactions. (1) The reactants are [CH3:1][C:2]1([CH3:25])[CH2:11][C:10]2[C:5](=[CH:6][CH:7]=[C:8]([C:12]([F:15])([F:14])[F:13])[CH:9]=2)[NH:4][CH:3]1[C:16]1[CH:21]=[CH:20][CH:19]=[C:18]([N+:22]([O-])=O)[CH:17]=1. The catalyst is C(O)C.Cl.[Fe]. The product is [CH3:1][C:2]1([CH3:25])[CH2:11][C:10]2[C:5](=[CH:6][CH:7]=[C:8]([C:12]([F:15])([F:13])[F:14])[CH:9]=2)[NH:4][CH:3]1[C:16]1[CH:17]=[C:18]([NH2:22])[CH:19]=[CH:20][CH:21]=1. The yield is 0.860. (2) The reactants are [CH3:1][C:2]1[CH:3]=[C:4]2[C:9](=[O:10])[O:8][C:6](=O)[C:5]2=[CH:11][CH:12]=1.S(=O)(=O)(O)O.[N+:18]([O-:21])(O)=[O:19].[C:22](=[O:25])([O-:24])[O-].[K+].[K+].S(OC)(O[CH3:32])(=O)=O. The catalyst is O. The product is [CH3:1][C:2]1[CH:3]=[C:4]([C:9]([O:8][CH3:6])=[O:10])[C:5](=[CH:11][C:12]=1[N+:18]([O-:21])=[O:19])[C:22]([O:24][CH3:32])=[O:25]. The yield is 0.310. (3) The reactants are O.NN.[CH3:4][O:5][C:6]1[N:7]=[C:8]2[C:17](=[CH:18][CH:19]=1)[N:16]=[CH:15][C:14]1[NH:13][C:12](=[O:20])[CH:11]([C@H:21]3[CH2:26][CH2:25][C@H:24]([N:27]4C(=O)C5C(=CC=CC=5)C4=O)[CH2:23][CH2:22]3)[O:10][C:9]2=1. The catalyst is ClCCl.CO. The product is [NH2:27][C@H:24]1[CH2:25][CH2:26][C@H:21]([CH:11]2[O:10][C:9]3[C:8]4[C:17](=[CH:18][CH:19]=[C:6]([O:5][CH3:4])[N:7]=4)[N:16]=[CH:15][C:14]=3[NH:13][C:12]2=[O:20])[CH2:22][CH2:23]1. The yield is 0.320. (4) The reactants are Br[C:2]1[C:3]([CH3:11])=[CH:4][C:5]2[S:9][CH:8]=[N:7][C:6]=2[CH:10]=1.[B:12]1([B:12]2[O:16][C:15]([CH3:18])([CH3:17])[C:14]([CH3:20])([CH3:19])[O:13]2)[O:16][C:15]([CH3:18])([CH3:17])[C:14]([CH3:20])([CH3:19])[O:13]1.C([O-])(=O)C.[K+].CC(=O)OCC.[Cl-].[Na+].O. The catalyst is O1CCOCC1. The product is [CH3:11][C:3]1[C:2]([B:12]2[O:16][C:15]([CH3:18])([CH3:17])[C:14]([CH3:20])([CH3:19])[O:13]2)=[CH:10][C:6]2[N:7]=[CH:8][S:9][C:5]=2[CH:4]=1. The yield is 0.733. (5) The reactants are [OH:1][B:2]1[C:6]2[CH:7]=[C:8]([OH:12])[CH:9]=[C:10]([CH3:11])[C:5]=2[CH:4]([CH2:13][C:14]([O:16][CH2:17][CH3:18])=[O:15])[O:3]1.Br[C:20]1[S:24][C:23]([C:25]#[N:26])=[N:22][N:21]=1.C(=O)([O-])[O-].[K+].[K+]. The catalyst is C(#N)C. The product is [C:25]([C:23]1[S:24][C:20]([O:12][C:8]2[CH:9]=[C:10]([CH3:11])[C:5]3[CH:4]([CH2:13][C:14]([O:16][CH2:17][CH3:18])=[O:15])[O:3][B:2]([OH:1])[C:6]=3[CH:7]=2)=[N:21][N:22]=1)#[N:26]. The yield is 0.840.